From a dataset of Peptide-MHC class I binding affinity with 185,985 pairs from IEDB/IMGT. Regression. Given a peptide amino acid sequence and an MHC pseudo amino acid sequence, predict their binding affinity value. This is MHC class I binding data. The peptide sequence is RLRAEAQVK. The MHC is HLA-A24:02 with pseudo-sequence HLA-A24:02. The binding affinity (normalized) is 0.